From a dataset of Forward reaction prediction with 1.9M reactions from USPTO patents (1976-2016). Predict the product of the given reaction. (1) Given the reactants [F:1][C:2]([F:38])([F:37])[C:3]1[CH:4]=[C:5]([CH:30]=[C:31]([C:33]([F:36])([F:35])[F:34])[CH:32]=1)[CH2:6][N:7]1[C:13](=[O:14])[C:12]2[C:15]([C:23]3[CH:28]=[CH:27][CH:26]=[CH:25][C:24]=3[CH3:29])=[N:16][C:17](S(C)(=O)=O)=[N:18][C:11]=2[NH:10][CH2:9][CH2:8]1.[C:39]([N:42]1[CH2:47][CH2:46][NH:45][CH2:44][CH2:43]1)(=[O:41])[CH3:40], predict the reaction product. The product is: [C:39]([N:42]1[CH2:47][CH2:46][N:45]([C:17]2[N:16]=[C:15]([C:23]3[CH:28]=[CH:27][CH:26]=[CH:25][C:24]=3[CH3:29])[C:12]3[C:13](=[O:14])[N:7]([CH2:6][C:5]4[CH:4]=[C:3]([C:2]([F:1])([F:38])[F:37])[CH:32]=[C:31]([C:33]([F:34])([F:36])[F:35])[CH:30]=4)[CH2:8][CH2:9][NH:10][C:11]=3[N:18]=2)[CH2:44][CH2:43]1)(=[O:41])[CH3:40]. (2) Given the reactants [Cl:1][C:2]1[CH:3]=[CH:4][C:5]([C:9]2[N:13]([CH2:14][CH:15]3[CH2:20][CH2:19][CH2:18][CH2:17][CH2:16]3)[C:12]3[CH:21]=[C:22]([F:26])[C:23]([F:25])=[CH:24][C:11]=3[N:10]=2)=[C:6]([OH:8])[CH:7]=1.Br[CH2:28][C:29]1[CH:30]=[C:31]([CH:34]=[CH:35][CH:36]=1)[C:32]#[N:33], predict the reaction product. The product is: [Cl:1][C:2]1[CH:3]=[CH:4][C:5]([C:9]2[N:13]([CH2:14][CH:15]3[CH2:16][CH2:17][CH2:18][CH2:19][CH2:20]3)[C:12]3[CH:21]=[C:22]([F:26])[C:23]([F:25])=[CH:24][C:11]=3[N:10]=2)=[C:6]([CH:7]=1)[O:8][CH2:28][C:29]1[CH:30]=[C:31]([CH:34]=[CH:35][CH:36]=1)[C:32]#[N:33]. (3) Given the reactants [CH3:1][N:2]([CH3:32])[C:3]1[CH:31]=[CH:30][C:6]([CH2:7][N:8]2[C:17]3[C:12](=[CH:13][CH:14]=[CH:15][CH:16]=3)[C:11](=[O:18])[N:10]([CH2:19][C:20]3[CH:28]=[CH:27][C:23]([C:24](O)=[O:25])=[CH:22][CH:21]=3)[C:9]2=[O:29])=[CH:5][CH:4]=1.[NH2:33][CH2:34][CH:35]1[CH2:38][O:37][CH2:36]1.CN(C(ON1N=NC2C=CC=CC1=2)=[N+](C)C)C.F[P-](F)(F)(F)(F)F.C(N(CC)C(C)C)(C)C, predict the reaction product. The product is: [CH3:1][N:2]([CH3:32])[C:3]1[CH:4]=[CH:5][C:6]([CH2:7][N:8]2[C:17]3[C:12](=[CH:13][CH:14]=[CH:15][CH:16]=3)[C:11](=[O:18])[N:10]([CH2:19][C:20]3[CH:21]=[CH:22][C:23]([C:24]([NH:33][CH2:34][CH:35]4[CH2:38][O:37][CH2:36]4)=[O:25])=[CH:27][CH:28]=3)[C:9]2=[O:29])=[CH:30][CH:31]=1. (4) Given the reactants [NH2:1][N:2]1[C:11](=[O:12])[C:10]2[C:5](=[CH:6][CH:7]=[CH:8][CH:9]=2)[N:4]=[C:3]1[C:13]1[CH:18]=[CH:17][CH:16]=[CH:15][CH:14]=1.[C:19]12([CH2:29][C:30](Cl)=[O:31])[CH2:28][CH:23]3[CH2:24][CH:25]([CH2:27][CH:21]([CH2:22]3)[CH2:20]1)[CH2:26]2, predict the reaction product. The product is: [C:19]12([CH2:29][C:30]([NH:1][N:2]3[C:11](=[O:12])[C:10]4[C:5](=[CH:6][CH:7]=[CH:8][CH:9]=4)[N:4]=[C:3]3[C:13]3[CH:18]=[CH:17][CH:16]=[CH:15][CH:14]=3)=[O:31])[CH2:26][CH:25]3[CH2:24][CH:23]([CH2:22][CH:21]([CH2:27]3)[CH2:20]1)[CH2:28]2. (5) The product is: [CH3:21][C:17]1[CH:2]=[C:3]([CH:14]=[CH:15][C:16]=1[N+:18]([O-:20])=[O:19])[C:4]([NH:6][CH:7]1[CH2:12][CH2:11][N:10]([CH3:13])[CH2:9][CH2:8]1)=[O:5]. Given the reactants F[C:2]1[CH:17]=[C:16]([N+:18]([O-:20])=[O:19])[CH:15]=[CH:14][C:3]=1[C:4]([NH:6][CH:7]1[CH2:12][CH2:11][N:10]([CH3:13])[CH2:9][CH2:8]1)=[O:5].[CH3:21]C1C=C(C=CC=1[N+]([O-])=O)C(O)=O, predict the reaction product. (6) Given the reactants [F:1][C:2]1[CH:7]=[CH:6][C:5]([S:8]([NH:11][CH2:12][C:13]([F:16])([F:15])[F:14])(=[O:10])=[O:9])=[CH:4][CH:3]=1.Br[CH2:18][C:19]([NH:21][CH2:22][C:23]1[CH:24]=[C:25]([C:29]2[CH:34]=[CH:33][C:32]([C:35]([F:38])([F:37])[F:36])=[CH:31][CH:30]=2)[CH:26]=[CH:27][CH:28]=1)=[O:20].C(=O)([O-])[O-].[Cs+].[Cs+].C(OCC)(=O)C, predict the reaction product. The product is: [F:1][C:2]1[CH:3]=[CH:4][C:5]([S:8]([N:11]([CH2:12][C:13]([F:16])([F:14])[F:15])[CH2:18][C:19]([NH:21][CH2:22][C:23]2[CH:24]=[C:25]([C:29]3[CH:34]=[CH:33][C:32]([C:35]([F:36])([F:37])[F:38])=[CH:31][CH:30]=3)[CH:26]=[CH:27][CH:28]=2)=[O:20])(=[O:9])=[O:10])=[CH:6][CH:7]=1. (7) Given the reactants [C:1]1([C:7]2[N:8]=[C:9]([C:12]3[CH2:17][CH2:16][N:15](C(OC(C)(C)C)=O)[CH2:14][CH:13]=3)[S:10][CH:11]=2)[CH:6]=[CH:5][CH:4]=[CH:3][CH:2]=1.C(O)(C(F)(F)F)=O, predict the reaction product. The product is: [C:1]1([C:7]2[N:8]=[C:9]([C:12]3[CH2:17][CH2:16][NH:15][CH2:14][CH:13]=3)[S:10][CH:11]=2)[CH:2]=[CH:3][CH:4]=[CH:5][CH:6]=1.